Dataset: Reaction yield outcomes from USPTO patents with 853,638 reactions. Task: Predict the reaction yield, written as a fraction of the theoretical maximum amount of product (1.0 means a 100% yield; for example, 0.34 means a 34% yield). (1) The reactants are [CH2:1]([N:8]([CH2:18][CH2:19][CH2:20][N:21]([CH2:31][C:32]1[CH:37]=[CH:36][CH:35]=[CH:34][CH:33]=1)[C:22]([O:24][CH2:25][C:26]1[S:30][CH:29]=[N:28][CH:27]=1)=[O:23])[C:9](=[O:17])[O:10][CH2:11][C:12]1[S:16][CH:15]=[N:14][CH:13]=1)[C:2]1[CH:7]=[CH:6][CH:5]=[CH:4][CH:3]=1.[H-].[Na+].[C:40](C1C=CC(CBr)=CC=1)([CH3:43])([CH3:42])[CH3:41]. No catalyst specified. The product is [C:40]([C:35]1[CH:34]=[CH:33][C:32]([CH2:31][N:21]([CH2:20][CH2:19][CH2:18][N:8]([CH2:1][C:2]2[CH:7]=[CH:6][C:5]([C:2]([CH3:7])([CH3:3])[CH3:1])=[CH:4][CH:3]=2)[C:9]([O:10][CH2:11][C:12]2[S:16][CH:15]=[N:14][CH:13]=2)=[O:17])[C:22](=[O:23])[O:24][CH2:25][C:26]2[S:30][CH:29]=[N:28][CH:27]=2)=[CH:37][CH:36]=1)([CH3:43])([CH3:42])[CH3:41]. The yield is 0.320. (2) The reactants are Br[CH2:2][C:3]1[CH:8]=[CH:7][C:6]([C:9]2[CH:10]=[C:11]([C:21]([NH:23][CH2:24][C:25]3[C:26](=[O:33])[NH:27][C:28]([CH3:32])=[CH:29][C:30]=3[CH3:31])=[O:22])[C:12]3[CH:17]=[N:16][N:15]([CH:18]([CH3:20])[CH3:19])[C:13]=3[N:14]=2)=[CH:5][CH:4]=1.[NH:34]1[CH2:39][CH2:38][O:37][CH2:36][CH2:35]1.O.CCOC(C)=O. The catalyst is CN(C=O)C. The product is [CH3:31][C:30]1[CH:29]=[C:28]([CH3:32])[NH:27][C:26](=[O:33])[C:25]=1[CH2:24][NH:23][C:21]([C:11]1[C:12]2[CH:17]=[N:16][N:15]([CH:18]([CH3:19])[CH3:20])[C:13]=2[N:14]=[C:9]([C:6]2[CH:7]=[CH:8][C:3]([CH2:2][N:34]3[CH2:39][CH2:38][O:37][CH2:36][CH2:35]3)=[CH:4][CH:5]=2)[CH:10]=1)=[O:22]. The yield is 0.150. (3) The reactants are [OH:1][C:2]1[C:7]([C:8]([O:10]CC)=[O:9])=[CH:6][N:5]=[C:4]2[CH:13]=[CH:14][S:15][C:3]=12. The catalyst is [OH-].[Na+]. The product is [O:1]=[C:2]1[C:7]([C:8]([OH:10])=[O:9])=[CH:6][NH:5][C:4]2[CH:13]=[CH:14][S:15][C:3]1=2. The yield is 0.700. (4) The reactants are Br[C:2]1[CH:7]=[C:6]([F:8])[CH:5]=[C:4]([F:9])[CH:3]=1.[O:10]1[CH2:13][C:12](=[O:14])[CH2:11]1. The catalyst is C1COCC1. The product is [F:9][C:4]1[CH:3]=[C:2]([C:12]2([OH:14])[CH2:13][O:10][CH2:11]2)[CH:7]=[C:6]([F:8])[CH:5]=1. The yield is 0.560. (5) The reactants are [F:1][C:2]1[CH:30]=[C:29]([N+:31]([O-])=O)[CH:28]=[CH:27][C:3]=1[O:4][C:5]1[CH:10]=[CH:9][N:8]=[C:7]2[CH:11]=[C:12]([C:14]3[CH:15]=[N:16][N:17]([CH2:19][CH2:20][N:21]4[CH2:25][CH2:24][CH2:23][C:22]4=[O:26])[CH:18]=3)[S:13][C:6]=12.[Cl-].[NH4+]. The catalyst is CO.[Zn]. The product is [NH2:31][C:29]1[CH:28]=[CH:27][C:3]([O:4][C:5]2[CH:10]=[CH:9][N:8]=[C:7]3[CH:11]=[C:12]([C:14]4[CH:15]=[N:16][N:17]([CH2:19][CH2:20][N:21]5[CH2:25][CH2:24][CH2:23][C:22]5=[O:26])[CH:18]=4)[S:13][C:6]=23)=[C:2]([F:1])[CH:30]=1. The yield is 1.00. (6) The reactants are [CH2:1]([N:8]1[C:17]2[C:12](=[CH:13][C:14]([C:18]([F:21])([F:20])[F:19])=[CH:15][CH:16]=2)[CH2:11][CH:10](C(O)=O)[CH2:9]1)[C:2]1[CH:7]=[CH:6][CH:5]=[CH:4][CH:3]=1.C1(P(N=[N+]=[N-])(C2C=CC=CC=2)=[O:32])C=CC=CC=1.C([N:44]([CH2:47]C)CC)C.[CH2:49]([OH:56])[C:50]1[CH:55]=[CH:54][CH:53]=[CH:52][CH:51]=1. The catalyst is O1CCOCC1. The product is [CH2:1]([N:8]1[C:17]2[C:12](=[CH:13][C:14]([C:18]([F:19])([F:20])[F:21])=[CH:15][CH:16]=2)[CH2:11][CH:10]([NH:44][C:47](=[O:32])[O:56][CH2:49][C:50]2[CH:55]=[CH:54][CH:53]=[CH:52][CH:51]=2)[CH2:9]1)[C:2]1[CH:3]=[CH:4][CH:5]=[CH:6][CH:7]=1. The yield is 0.860. (7) The reactants are Cl.[Cl:2][C:3]1[CH:26]=[CH:25][C:6]2[N:7]3[C:11]([CH2:12][NH:13][CH2:14][C:5]=2[CH:4]=1)=[N:10][N:9]=[C:8]3[C@H:15]1[CH2:20][CH2:19][C@H:18]([O:21][CH:22]([CH3:24])[CH3:23])[CH2:17][CH2:16]1.C(N(CC)CC)C.[C:34]([O:37][CH2:38][C:39](Cl)=[O:40])(=[O:36])[CH3:35]. The catalyst is ClCCl. The product is [Cl:2][C:3]1[CH:26]=[CH:25][C:6]2[N:7]3[C:11](=[N:10][N:9]=[C:8]3[C@H:15]3[CH2:16][CH2:17][C@H:18]([O:21][CH:22]([CH3:24])[CH3:23])[CH2:19][CH2:20]3)[CH2:12][N:13]([C:39](=[O:40])[CH2:38][O:37][C:34](=[O:36])[CH3:35])[CH2:14][C:5]=2[CH:4]=1. The yield is 0.700. (8) The product is [Br:19][CH2:20][CH2:21][CH2:22][CH2:23][N:6]([CH2:1][CH2:2][CH2:3][CH2:4][CH3:5])[S:7]([C:10]1[C:15]([CH3:16])=[CH:14][C:13]([CH3:17])=[CH:12][C:11]=1[CH3:18])(=[O:9])=[O:8]. The yield is 0.790. The catalyst is CN(C=O)C.CCCCCC.CCOC(C)=O. The reactants are [CH2:1]([NH:6][S:7]([C:10]1[C:15]([CH3:16])=[CH:14][C:13]([CH3:17])=[CH:12][C:11]=1[CH3:18])(=[O:9])=[O:8])[CH2:2][CH2:3][CH2:4][CH3:5].[Br:19][CH2:20][CH2:21][CH2:22][CH2:23]Br.[H-].[Na+].[Na+].[I-].